Dataset: NCI-60 drug combinations with 297,098 pairs across 59 cell lines. Task: Regression. Given two drug SMILES strings and cell line genomic features, predict the synergy score measuring deviation from expected non-interaction effect. (1) Drug 1: C1CCN(CC1)CCOC2=CC=C(C=C2)C(=O)C3=C(SC4=C3C=CC(=C4)O)C5=CC=C(C=C5)O. Drug 2: CC12CCC3C(C1CCC2O)C(CC4=C3C=CC(=C4)O)CCCCCCCCCS(=O)CCCC(C(F)(F)F)(F)F. Cell line: UACC62. Synergy scores: CSS=3.64, Synergy_ZIP=-0.503, Synergy_Bliss=0.955, Synergy_Loewe=-0.0285, Synergy_HSA=-0.795. (2) Drug 1: C1CN1C2=NC(=NC(=N2)N3CC3)N4CC4. Drug 2: C1=NC2=C(N1)C(=S)N=CN2. Cell line: M14. Synergy scores: CSS=42.2, Synergy_ZIP=-5.56, Synergy_Bliss=-5.02, Synergy_Loewe=-3.15, Synergy_HSA=-1.29.